Dataset: Reaction yield outcomes from USPTO patents with 853,638 reactions. Task: Predict the reaction yield, written as a fraction of the theoretical maximum amount of product (1.0 means a 100% yield; for example, 0.34 means a 34% yield). The reactants are NC1C=CC=CC=1[C:4]([NH:6][C:7]1[NH:11][N:10]=[C:9]2[CH:12]=[C:13]([C:15](O)=[O:16])[O:14][C:8]=12)=[O:5].C(N(C(C)C)CC)(C)C.[C:31]([NH2:40])([C:34]1[CH:39]=[CH:38][CH:37]=[CH:36][CH:35]=1)([CH3:33])[CH3:32].F[B-](F)(F)F.[N:46]1([O:55]C(N(C)C)=[N+](C)C)[C:50]2[CH:51]=[CH:52][CH:53]=[CH:54][C:49]=2N=N1.C(=O)(O)[O-:64].[Na+]. The catalyst is CN(C)C=O. The product is [CH3:32][C:31]([NH:40][C:15]([C:13]1[O:14][C:8]2[C:7]([NH:6][C:4](=[O:5])[C:49]3[CH:54]=[CH:53][CH:52]=[CH:51][C:50]=3[N+:46]([O-:55])=[O:64])=[N:11][NH:10][C:9]=2[CH:12]=1)=[O:16])([C:34]1[CH:39]=[CH:38][CH:37]=[CH:36][CH:35]=1)[CH3:33]. The yield is 0.244.